Predict the reactants needed to synthesize the given product. From a dataset of Full USPTO retrosynthesis dataset with 1.9M reactions from patents (1976-2016). (1) Given the product [C:5]([O:9][C:10](=[O:27])[N:11]([C@H:12]([CH:25]=[CH2:26])[CH2:13][N:14]1[C:18]2[N:19]=[CH:20][N:21]=[C:22]([Cl:23])[C:17]=2[C:16]([I:24])=[CH:15]1)[CH3:1])([CH3:8])([CH3:7])[CH3:6], predict the reactants needed to synthesize it. The reactants are: [CH3:1]I.[H-].[Na+].[C:5]([O:9][C:10](=[O:27])[NH:11][C@H:12]([CH:25]=[CH2:26])[CH2:13][N:14]1[C:18]2[N:19]=[CH:20][N:21]=[C:22]([Cl:23])[C:17]=2[C:16]([I:24])=[CH:15]1)([CH3:8])([CH3:7])[CH3:6].O. (2) Given the product [C:3]([O:7][C:8]([N:10]1[C@@H:15]([C@@H:16]([OH:30])[C@@H:17]([NH2:27])[CH2:18][C:19]2[CH:20]=[C:21]([F:26])[CH:22]=[C:23]([F:25])[CH:24]=2)[CH2:14][O:13][C@H:12]([O:31][CH2:32][CH3:33])[CH2:11]1)=[O:9])([CH3:5])([CH3:6])[CH3:4], predict the reactants needed to synthesize it. The reactants are: [BH4-].[Na+].[C:3]([O:7][C:8]([N:10]1[C@@H:15]([C@@H:16]([OH:30])[C@@H:17]([N+:27]([O-])=O)[CH2:18][C:19]2[CH:24]=[C:23]([F:25])[CH:22]=[C:21]([F:26])[CH:20]=2)[CH2:14][O:13][C@H:12]([O:31][CH2:32][CH3:33])[CH2:11]1)=[O:9])([CH3:6])([CH3:5])[CH3:4]. (3) Given the product [N:10]1[N:9]([C:6]2[CH:7]=[CH:8][C:3]([OH:2])=[CH:4][CH:5]=2)[CH:17]=[C:16]2[C:11]=1[CH:12]=[CH:13][CH:14]=[CH:15]2, predict the reactants needed to synthesize it. The reactants are: C[O:2][C:3]1[CH:8]=[CH:7][C:6]([N:9]2[CH:17]=[C:16]3[C:11]([CH:12]=[CH:13][CH:14]=[CH:15]3)=[N:10]2)=[CH:5][CH:4]=1.B(Br)(Br)Br.